Dataset: CYP2C9 inhibition data for predicting drug metabolism from PubChem BioAssay. Task: Regression/Classification. Given a drug SMILES string, predict its absorption, distribution, metabolism, or excretion properties. Task type varies by dataset: regression for continuous measurements (e.g., permeability, clearance, half-life) or binary classification for categorical outcomes (e.g., BBB penetration, CYP inhibition). Dataset: cyp2c9_veith. (1) The compound is CCCN1CCN(C(=O)CN2C(=O)CC(C)(C)S(=O)(=O)c3ccccc32)CC1. The result is 0 (non-inhibitor). (2) The molecule is CN1C(=O)C(CC(N)=O)N(NC(=O)c2ccc(Cl)cc2)C1=S. The result is 0 (non-inhibitor). (3) The drug is Cc1cc(NC(=O)C2CCCCC2)nc2c1c(=O)oc1ccccc12. The result is 1 (inhibitor). (4) The drug is COc1ccc(-c2nn(-c3ccccc3)cc2/C=N/NC(=O)c2ccc3c(c2)OCO3)cc1. The result is 1 (inhibitor).